Task: Predict the reactants needed to synthesize the given product.. Dataset: Full USPTO retrosynthesis dataset with 1.9M reactions from patents (1976-2016) (1) Given the product [CH2:1]([O:3][C:4]([C:6]1([CH2:12][CH2:13][O:14][CH3:15])[CH2:7][CH2:8][N:9]([C:21](=[O:22])[CH2:20][C:16]([CH3:19])([CH3:18])[CH3:17])[CH2:10][CH2:11]1)=[O:5])[CH3:2], predict the reactants needed to synthesize it. The reactants are: [CH2:1]([O:3][C:4]([C:6]1([CH2:12][CH2:13][O:14][CH3:15])[CH2:11][CH2:10][NH:9][CH2:8][CH2:7]1)=[O:5])[CH3:2].[C:16]([CH2:20][C:21](Cl)=[O:22])([CH3:19])([CH3:18])[CH3:17]. (2) Given the product [CH:21]([O:24][N:25]=[C:12]([C:13]1[CH:18]=[CH:17][CH:16]=[CH:15][CH:14]=1)[C:8]1[CH:7]=[C:6]([O:5][CH2:1][C:2]#[C:3][CH3:4])[N:11]=[CH:10][N:9]=1)([CH3:23])[CH3:22], predict the reactants needed to synthesize it. The reactants are: [CH2:1]([O:5][C:6]1[N:11]=[CH:10][N:9]=[C:8]([C:12](=O)[C:13]2[CH:18]=[CH:17][CH:16]=[CH:15][CH:14]=2)[CH:7]=1)[C:2]#[C:3][CH3:4].Cl.[CH:21]([O:24][NH2:25])([CH3:23])[CH3:22].Cl. (3) Given the product [C:1]1([CH:7]([CH2:11][C:12]2[CH:17]=[CH:16][CH:15]=[CH:14][CH:13]=2)[C:8]([OH:10])=[O:9])[CH:2]=[CH:3][CH:4]=[CH:5][CH:6]=1, predict the reactants needed to synthesize it. The reactants are: [C:1]1([C:7](=[CH:11][C:12]2[CH:17]=[CH:16][CH:15]=[CH:14][CH:13]=2)[C:8]([OH:10])=[O:9])[CH:6]=[CH:5][CH:4]=[CH:3][CH:2]=1.